Dataset: Full USPTO retrosynthesis dataset with 1.9M reactions from patents (1976-2016). Task: Predict the reactants needed to synthesize the given product. (1) Given the product [CH3:1][N:2]([CH3:16])[C:3]1[CH:4]=[CH:5][C:6]2[C:13](=[O:14])[CH2:12][CH2:11][CH2:10][CH:9]=[CH:8][C:7]=2[CH:15]=1, predict the reactants needed to synthesize it. The reactants are: [CH3:1][N:2]([CH3:16])[C:3]1[CH:4]=[CH:5][C:6]2[CH:13]([OH:14])[CH2:12][CH2:11][CH2:10][CH:9]=[CH:8][C:7]=2[CH:15]=1.C(C1C(=O)C(Cl)=C(Cl)C(=O)C=1C#N)#N. (2) Given the product [Br:20][C:12]1[C:13]([NH:15][S:16]([CH3:19])(=[O:17])=[O:18])=[CH:14][C:9]2[O:8][C:7]([C:21]3[CH:26]=[CH:25][C:24]([F:27])=[CH:23][CH:22]=3)=[C:6]([C:4]([OH:5])=[O:3])[C:10]=2[CH:11]=1, predict the reactants needed to synthesize it. The reactants are: C([O:3][C:4]([C:6]1[C:10]2[CH:11]=[C:12]([Br:20])[C:13]([NH:15][S:16]([CH3:19])(=[O:18])=[O:17])=[CH:14][C:9]=2[O:8][C:7]=1[C:21]1[CH:26]=[CH:25][C:24]([F:27])=[CH:23][CH:22]=1)=[O:5])C.O[Li].O.Cl. (3) Given the product [F:34][C:33]([F:36])([F:35])[C:31]([OH:37])=[O:32].[F:34][C:33]([F:36])([F:35])[C:31]([O:6][CH2:7][CH2:8][C:9]1[CH:10]=[CH:11][C:12]([O:15][CH:16]2[CH2:17][CH2:18][NH:19][CH2:20][CH2:21]2)=[CH:13][CH:14]=1)=[O:32], predict the reactants needed to synthesize it. The reactants are: CC([Si](C)(C)[O:6][CH2:7][CH2:8][C:9]1[CH:14]=[CH:13][C:12]([O:15][CH:16]2[CH2:21][CH2:20][N:19](C(OC(C)(C)C)=O)[CH2:18][CH2:17]2)=[CH:11][CH:10]=1)(C)C.[C:31]([OH:37])([C:33]([F:36])([F:35])[F:34])=[O:32]. (4) Given the product [Cl:1][C:2]1[CH:3]=[C:4]2[CH:10]=[CH:9][N:8]([C:14]3[N:18]([CH3:19])[N:17]=[C:16]([CH3:20])[C:15]=3[CH:21]=[O:22])[C:5]2=[N:6][CH:7]=1, predict the reactants needed to synthesize it. The reactants are: [Cl:1][C:2]1[CH:3]=[C:4]2[CH:10]=[CH:9][NH:8][C:5]2=[N:6][CH:7]=1.[H-].[Na+].Cl[C:14]1[N:18]([CH3:19])[N:17]=[C:16]([CH3:20])[C:15]=1[CH:21]=[O:22].O. (5) Given the product [ClH:17].[CH3:1][N:2]1[CH2:3][CH2:4][N:5]([C:8]2([C:11]([OH:13])=[O:12])[CH2:9][CH2:10]2)[CH2:6][CH2:7]1, predict the reactants needed to synthesize it. The reactants are: [CH3:1][N:2]1[CH2:7][CH2:6][N:5]([C:8]2([C:11]([O:13]CC)=[O:12])[CH2:10][CH2:9]2)[CH2:4][CH2:3]1.Cl.[Cl:17]CCl. (6) The reactants are: [NH2:1][C:2]1[CH:3]=[C:4]([C:9]([F:12])([F:11])[F:10])[C:5]([Br:8])=[CH:6][CH:7]=1.[OH-].[Na+].[N+:15]([C:18]1[CH:26]=[CH:25][CH:24]=[CH:23][C:19]=1[C:20](Cl)=[O:21])([O-:17])=[O:16]. Given the product [N+:15]([C:18]1[CH:26]=[CH:25][CH:24]=[CH:23][C:19]=1[C:20]([NH:1][C:2]1[CH:7]=[CH:6][C:5]([Br:8])=[C:4]([C:9]([F:12])([F:10])[F:11])[CH:3]=1)=[O:21])([O-:17])=[O:16], predict the reactants needed to synthesize it. (7) The reactants are: [I:1][C:2]1[CH:3]=[CH:4][C:5]2[NH:11][C:10](=[S:12])[CH:9]([NH:13][C:14](=[O:23])[O:15]CC3C=CC=CC=3)[N:8]=[C:7]([C:24]3[CH:29]=[CH:28][CH:27]=[CH:26][CH:25]=3)[C:6]=2[CH:30]=1.[CH:31]([CH3:34])([CH3:33])[CH3:32]. Given the product [I:1][C:2]1[CH:3]=[CH:4][C:5]2[NH:11][C:10](=[S:12])[CH:9]([NH:13][C:14](=[O:23])[O:15][C:31]([CH3:34])([CH3:33])[CH3:32])[N:8]=[C:7]([C:24]3[CH:29]=[CH:28][CH:27]=[CH:26][CH:25]=3)[C:6]=2[CH:30]=1, predict the reactants needed to synthesize it.